The task is: Predict which catalyst facilitates the given reaction.. This data is from Catalyst prediction with 721,799 reactions and 888 catalyst types from USPTO. (1) Reactant: [CH3:1][O:2][C:3]1[CH:4]=[C:5]([CH2:11][CH2:12][NH:13][C:14](=[O:23])[CH2:15][C:16]2[CH:21]=[CH:20][C:19]([Cl:22])=[CH:18][CH:17]=2)[CH:6]=[CH:7][C:8]=1[O:9][CH3:10].C(O[CH:29](N(C)C)[N:30]([CH3:32])[CH3:31])(C)(C)C.CN(C)C=O. Product: [CH3:1][O:2][C:3]1[CH:4]=[C:5]([CH2:11][CH2:12][NH:13][C:14](=[O:23])[C:15]([C:16]2[CH:21]=[CH:20][C:19]([Cl:22])=[CH:18][CH:17]=2)=[CH:29][N:30]([CH3:32])[CH3:31])[CH:6]=[CH:7][C:8]=1[O:9][CH3:10]. The catalyst class is: 6. (2) Reactant: C/[C:2](=[CH:6]\[C:7]1[C:8]([NH:19][CH2:20][C:21]2[CH:26]=[CH:25][C:24]([O:27][CH3:28])=[CH:23][CH:22]=2)=[N:9][C:10]2[C:15]([CH:16]=1)=[CH:14][C:13]([Br:17])=[C:12]([F:18])[CH:11]=2)/[C:3]([OH:5])=O.[CH:29]1([CH2:35][NH2:36])[CH2:34][CH2:33][CH2:32][CH2:31][CH2:30]1.CCN(C(C)C)C(C)C.C(=O)(O)[O-].[Na+]. Product: [Br:17][C:13]1[CH:14]=[C:15]2[C:10](=[CH:11][C:12]=1[F:18])[N:9]=[C:8]([NH:19][CH2:20][C:21]1[CH:22]=[CH:23][C:24]([O:27][CH3:28])=[CH:25][CH:26]=1)[C:7](/[CH:6]=[CH:2]/[C:3]([NH:36][CH2:35][CH:29]1[CH2:34][CH2:33][CH2:32][CH2:31][CH2:30]1)=[O:5])=[CH:16]2. The catalyst class is: 296. (3) The catalyst class is: 145. Product: [F:5][C:6]1[CH:11]=[CH:10][C:9]([C:12](=[O:31])[CH2:13][C:23]2[CH:26]=[CH:27][C:20]([C:19]([F:29])([F:28])[F:18])=[CH:21][CH:22]=2)=[CH:8][CH:7]=1. Reactant: N#N.[H-].[Na+].[F:5][C:6]1[CH:11]=[CH:10][C:9]([CH:12](N(C)C)[C:13]#N)=[CH:8][CH:7]=1.[F:18][C:19]([F:29])([F:28])[C:20]1[CH:27]=[CH:26][C:23](CCl)=[CH:22][CH:21]=1.S(=O)(=O)(O)[OH:31]. (4) Reactant: [Cl:1][C:2]1[N:7]=[C:6]([CH:8]2[O:12]C(=O)[N:10]([C:14]([O:16][C:17]([CH3:20])([CH3:19])[CH3:18])=[O:15])[CH:9]2[CH2:21][C:22]2[CH:27]=[CH:26][C:25]([C:28]([F:31])([F:30])[F:29])=[CH:24][CH:23]=2)[CH:5]=[CH:4][CH:3]=1.CO.[OH-].[Na+].O. Product: [Cl:1][C:2]1[N:7]=[C:6]([CH:8]([OH:12])[CH:9]([NH:10][C:14](=[O:15])[O:16][C:17]([CH3:18])([CH3:20])[CH3:19])[CH2:21][C:22]2[CH:27]=[CH:26][C:25]([C:28]([F:31])([F:29])[F:30])=[CH:24][CH:23]=2)[CH:5]=[CH:4][CH:3]=1. The catalyst class is: 5. (5) Reactant: [F:1][C:2]1[CH:7]=[C:6]([S:8]([CH3:11])(=[O:10])=[O:9])[CH:5]=[CH:4][C:3]=1[NH:12][C@H:13]1[CH2:17][CH2:16][N:15]([CH:18]2[CH2:23][CH2:22][NH:21][CH2:20][CH2:19]2)[C:14]1=[O:24].C(=O)([O-])[O-].[K+].[K+].[N:31]#[C:32]Br.[OH-].[Na+]. Product: [F:1][C:2]1[CH:7]=[C:6]([S:8]([CH3:11])(=[O:10])=[O:9])[CH:5]=[CH:4][C:3]=1[NH:12][C@H:13]1[CH2:17][CH2:16][N:15]([CH:18]2[CH2:23][CH2:22][N:21]([C:32]#[N:31])[CH2:20][CH2:19]2)[C:14]1=[O:24]. The catalyst class is: 10. (6) Reactant: [Cl:1][C:2]1[CH:11]=[CH:10][C:5]([C:6]([O:8]C)=[O:7])=[C:4]([O:12][CH2:13][C:14]([O:16]CC)=[O:15])[CH:3]=1.[OH-].[K+]. Product: [C:14]([CH2:13][O:12][C:4]1[CH:3]=[C:2]([Cl:1])[CH:11]=[CH:10][C:5]=1[C:6]([OH:8])=[O:7])([OH:16])=[O:15]. The catalyst class is: 24. (7) Reactant: [SH:1][C:2]1[CH:3]=[C:4]([OH:8])[CH:5]=[CH:6][CH:7]=1.[N+:9]([C:12]1[CH:17]=[C:16]([CH3:18])[C:15](Br)=[CH:14][C:13]=1[CH3:20])([O-:11])=[O:10].C([O-])([O-])=O.[K+].[K+].Cl. Product: [N+:9]([C:12]1[CH:17]=[C:16]([CH3:18])[C:15]([S:1][C:2]2[CH:7]=[CH:6][CH:5]=[C:4]([OH:8])[CH:3]=2)=[CH:14][C:13]=1[CH3:20])([O-:11])=[O:10]. The catalyst class is: 35. (8) The catalyst class is: 5. Product: [SH:3][CH2:4][CH2:5][CH2:6][CH2:7][CH2:8][CH2:9][CH2:10][CH2:11][CH2:12][CH2:13][CH2:14][O:15][CH2:16][CH2:17][O:18][CH2:19][CH2:20][O:21][CH2:22][CH2:23][O:24][C:25]1[CH:30]=[CH:29][C:28]([O:31][CH2:32][C:33]([NH:34][CH2:35][CH2:36][O:37][CH2:38][CH2:39][O:40][CH2:41][CH2:42][NH:43][C:44](=[O:58])[CH2:45][CH2:46][CH2:47][CH2:48][CH:49]2[CH:56]3[CH:52]([NH:53][C:54](=[O:57])[NH:55]3)[CH2:51][S:50]2)=[O:59])=[CH:27][CH:26]=1. Reactant: C(=O)([S:3][CH2:4][CH2:5][CH2:6][CH2:7][CH2:8][CH2:9][CH2:10][CH2:11][CH2:12][CH2:13][CH2:14][O:15][CH2:16][CH2:17][O:18][CH2:19][CH2:20][O:21][CH2:22][CH2:23][O:24][C:25]1[CH:30]=[CH:29][C:28]([O:31][CH2:32][C:33](=[O:59])[NH:34][CH2:35][CH2:36][O:37][CH2:38][CH2:39][O:40][CH2:41][CH2:42][NH:43][C:44](=[O:58])[CH2:45][CH2:46][CH2:47][CH2:48][CH:49]2[CH:56]3[CH:52]([NH:53][C:54](=[O:57])[NH:55]3)[CH2:51][S:50]2)=[CH:27][CH:26]=1)C.C(O)(=O)C.NN.